This data is from Forward reaction prediction with 1.9M reactions from USPTO patents (1976-2016). The task is: Predict the product of the given reaction. (1) Given the reactants BrCCBr.[OH-].[Na+].C([Li])CCC.Br[C:13]1[C:21]2[O:20][CH2:19][CH2:18][C:17]=2[CH:16]=[CH:15][CH:14]=1.CC([O-])(C)C.[Na+].C1C=CC(P(C2C(C3C(P(C4C=CC=CC=4)C4C=CC=CC=4)=CC=C4C=3C=CC=C4)=C3C(C=CC=C3)=CC=2)C2C=CC=CC=2)=CC=1.[NH:74]1[CH2:79][CH2:78][NH:77][CH2:76][CH2:75]1, predict the reaction product. The product is: [O:20]1[C:21]2[C:13]([N:74]3[CH2:79][CH2:78][NH:77][CH2:76][CH2:75]3)=[CH:14][CH:15]=[CH:16][C:17]=2[CH2:18][CH2:19]1. (2) The product is: [Cl:1][C:2]1[CH:3]=[C:4]([N:11]([S:12]([C:15]2[CH:20]=[CH:19][C:18]([Cl:21])=[C:17]([C:22]([F:23])([F:25])[F:24])[CH:16]=2)(=[O:13])=[O:14])[CH2:34][O:35][CH3:36])[C:5]([C:8]([Cl:29])=[O:10])=[N:6][CH:7]=1. Given the reactants [Cl:1][C:2]1[CH:3]=[C:4]([NH:11][S:12]([C:15]2[CH:20]=[CH:19][C:18]([Cl:21])=[C:17]([C:22]([F:25])([F:24])[F:23])[CH:16]=2)(=[O:14])=[O:13])[C:5]([C:8]([OH:10])=O)=[N:6][CH:7]=1.C(Cl)(=O)C([Cl:29])=O.C1[CH2:36][O:35][CH2:34]C1, predict the reaction product. (3) Given the reactants [NH2:1][C:2]1[CH:7]=[CH:6][C:5]([CH:8]2[C:17]3[C:12](=[CH:13][CH:14]=[C:15]([Cl:18])[CH:16]=3)[C:11]([NH:19][CH3:20])=[N:10][CH2:9]2)=[CH:4][CH:3]=1.Cl, predict the reaction product. The product is: [ClH:18].[NH2:1][C:2]1[CH:3]=[CH:4][C:5]([CH:8]2[C:17]3[C:12](=[CH:13][CH:14]=[C:15]([Cl:18])[CH:16]=3)[C:11]([NH:19][CH3:20])=[N:10][CH2:9]2)=[CH:6][CH:7]=1. (4) Given the reactants [CH:1]([N:4]1[CH2:9][CH2:8][N:7]([C:10]([O:12][CH2:13][C:14]2[CH:19]=[CH:18][C:17]([C:20]3[CH:21]=[C:22]4[C:27](=[C:28]([O:30]COCC[Si](C)(C)C)[CH:29]=3)[N:26]=[CH:25][N:24](COCC[Si](C)(C)C)[C:23]4=[O:47])=[C:16]([CH2:48][O:49][CH3:50])[CH:15]=2)=[O:11])[CH2:6][CH2:5]1)([CH3:3])[CH3:2].[F:51][C:52]([F:57])([F:56])[C:53]([OH:55])=[O:54], predict the reaction product. The product is: [F:51][C:52]([F:57])([F:56])[C:53]([OH:55])=[O:54].[F:51][C:52]([F:57])([F:56])[C:53]([OH:55])=[O:54].[CH:1]([N:4]1[CH2:9][CH2:8][N:7]([C:10]([O:12][CH2:13][C:14]2[CH:19]=[CH:18][C:17]([C:20]3[CH:21]=[C:22]4[C:27](=[C:28]([OH:30])[CH:29]=3)[N:26]=[CH:25][NH:24][C:23]4=[O:47])=[C:16]([CH2:48][O:49][CH3:50])[CH:15]=2)=[O:11])[CH2:6][CH2:5]1)([CH3:3])[CH3:2]. (5) Given the reactants [CH3:1][N:2]([CH2:15][CH2:16][N:17]1[CH2:22][CH2:21][O:20][CH2:19][CH2:18]1)[S:3]([C:6]1[CH:10]=[CH:9][S:8][C:7]=1[C:11]([O:13]C)=[O:12])(=[O:5])=[O:4].C1COCC1.[OH-].[Li+], predict the reaction product. The product is: [CH3:1][N:2]([CH2:15][CH2:16][N:17]1[CH2:22][CH2:21][O:20][CH2:19][CH2:18]1)[S:3]([C:6]1[CH:10]=[CH:9][S:8][C:7]=1[C:11]([OH:13])=[O:12])(=[O:5])=[O:4]. (6) The product is: [CH3:17][C:18]1[C:23]([O:24][C:25]2[N:30]=[CH:29][C:28]([NH:31][C:2]3[C:11]4[C:6](=[C:7]([C:12]5[CH:16]=[CH:15][S:14][CH:13]=5)[CH:8]=[CH:9][CH:10]=4)[CH:5]=[CH:4][N:3]=3)=[CH:27][CH:26]=2)=[CH:22][CH:21]=[CH:20][N:19]=1. Given the reactants Cl[C:2]1[C:11]2[C:6](=[C:7]([C:12]3[CH:16]=[CH:15][S:14][CH:13]=3)[CH:8]=[CH:9][CH:10]=2)[CH:5]=[CH:4][N:3]=1.[CH3:17][C:18]1[C:23]([O:24][C:25]2[N:30]=[CH:29][C:28]([NH2:31])=[CH:27][CH:26]=2)=[CH:22][CH:21]=[CH:20][N:19]=1.C(=O)([O-])[O-].[K+].[K+], predict the reaction product.